Dataset: Forward reaction prediction with 1.9M reactions from USPTO patents (1976-2016). Task: Predict the product of the given reaction. (1) Given the reactants [Cl:1][C:2]1[N:7]=[C:6]([Cl:8])[C:5](I)=[CH:4][N:3]=1.CC1(C)C(C)(C)OB([C:18]2[CH:23]=[CH:22][CH:21]=[CH:20][C:19]=2[S:24][CH3:25])O1, predict the reaction product. The product is: [Cl:1][C:2]1[N:7]=[C:6]([Cl:8])[C:5]([C:18]2[CH:23]=[CH:22][CH:21]=[CH:20][C:19]=2[S:24][CH3:25])=[CH:4][N:3]=1. (2) Given the reactants [CH3:1][O:2][C:3]([C:5]1[C:9]([N+:10]([O-:12])=[O:11])=[C:8]([C:13]([O:15][CH3:16])=[O:14])[NH:7][N:6]=1)=[O:4].[CH2:17]([O:19][CH2:20][CH2:21]Br)[CH3:18].C(=O)([O-])[O-].[K+].[K+], predict the reaction product. The product is: [CH2:17]([O:19][CH2:20][CH2:21][N:6]1[C:5]([C:3]([O:2][CH3:1])=[O:4])=[C:9]([N+:10]([O-:12])=[O:11])[C:8]([C:13]([O:15][CH3:16])=[O:14])=[N:7]1)[CH3:18]. (3) The product is: [Br:1][C:2]1[CH:3]=[C:4]([C:11]([NH2:23])=[O:13])[CH:5]=[C:6]2[C:10]=1[CH2:9][CH2:8][CH2:7]2. Given the reactants [Br:1][C:2]1[CH:3]=[C:4]([C:11]([OH:13])=O)[CH:5]=[C:6]2[C:10]=1[CH2:9][CH2:8][CH2:7]2.C(Cl)(=O)C(Cl)=O.C(Cl)Cl.[NH4+:23].[OH-], predict the reaction product. (4) Given the reactants [CH2:1]([N:8]1[C:16]2[C:11](=[CH:12][C:13]([OH:17])=[CH:14][CH:15]=2)[CH2:10][CH2:9]1)[C:2]1[CH:7]=[CH:6][CH:5]=[CH:4][CH:3]=1.[CH2:18]1[C:26]2[C:21](=[CH:22][C:23]([N:27]=[C:28]=[O:29])=[CH:24][CH:25]=2)[CH2:20][CH2:19]1, predict the reaction product. The product is: [CH2:18]1[C:26]2[C:21](=[CH:22][C:23]([NH:27][C:28](=[O:29])[O:17][C:13]3[CH:12]=[C:11]4[C:16](=[CH:15][CH:14]=3)[N:8]([CH2:1][C:2]3[CH:3]=[CH:4][CH:5]=[CH:6][CH:7]=3)[CH2:9][CH2:10]4)=[CH:24][CH:25]=2)[CH2:20][CH2:19]1. (5) Given the reactants [F:1][C:2]([F:28])([F:27])[C:3]1[CH:4]=[C:5]([S:9]([CH:12]([CH:14]2[CH2:19][CH2:18][CH2:17][N:16]([C:20]([O:22][C:23]([CH3:26])([CH3:25])[CH3:24])=[O:21])[CH2:15]2)[CH3:13])(=[O:11])=[O:10])[CH:6]=[CH:7][CH:8]=1.[CH3:29][Si]([N-][Si](C)(C)C)(C)C.[Na+].CI, predict the reaction product. The product is: [CH3:13][C:12]([CH:14]1[CH2:19][CH2:18][CH2:17][N:16]([C:20]([O:22][C:23]([CH3:24])([CH3:26])[CH3:25])=[O:21])[CH2:15]1)([S:9]([C:5]1[CH:6]=[CH:7][CH:8]=[C:3]([C:2]([F:1])([F:27])[F:28])[CH:4]=1)(=[O:10])=[O:11])[CH3:29]. (6) Given the reactants [CH2:1]([O:3][C:4](=[O:14])[CH2:5][CH2:6][CH2:7][CH2:8][CH2:9][CH2:10][CH2:11][CH:12]=[CH2:13])[CH3:2].[F:15][C:16]1[CH:23]=[CH:22][CH:21]=[CH:20][C:17]=1C=C, predict the reaction product. The product is: [CH2:1]([O:3][C:4](=[O:14])[CH2:5][CH2:6][CH2:7][CH2:8][CH2:9][CH2:10][CH2:11][CH:12]=[CH:13][C:17]1[CH:20]=[CH:21][CH:22]=[CH:23][C:16]=1[F:15])[CH3:2].